From a dataset of Forward reaction prediction with 1.9M reactions from USPTO patents (1976-2016). Predict the product of the given reaction. The product is: [CH2:9]([O:11][C:12]([CH:14]1[CH2:23][C:22]2[C:17](=[CH:18][CH:19]=[C:20]([O:34][CH3:33])[CH:21]=2)[C:16]([CH3:24])([CH3:25])[NH:15]1)=[O:13])[CH3:10]. Given the reactants [O-]S(C(F)(F)F)(=O)=O.[CH2:9]([O:11][C:12]([CH:14]1[CH2:23][C:22]2[C:17](=[CH:18][CH:19]=[CH:20][CH:21]=2)[C:16]([CH3:25])([CH3:24])[NH:15]1)=[O:13])[CH3:10].C[Si](C=[N+]=[N-])(C)C.[CH3:33][OH:34], predict the reaction product.